From a dataset of Catalyst prediction with 721,799 reactions and 888 catalyst types from USPTO. Predict which catalyst facilitates the given reaction. Reactant: F[C:2]1[C:7]([F:8])=[CH:6][C:5]([F:9])=[C:4]([O:10][C:11]2[CH:15]=[C:14]([C:16]([F:19])([F:18])[F:17])[S:13][CH:12]=2)[N:3]=1.[F:20][C:21]([F:28])([F:27])[C:22]1[CH:26]=[CH:25][NH:24][N:23]=1.C(=O)([O-])[O-].[K+].[K+]. Product: [F:8][C:7]1[C:2]([N:24]2[CH:25]=[CH:26][C:22]([C:21]([F:28])([F:27])[F:20])=[N:23]2)=[N:3][C:4]([O:10][C:11]2[CH:15]=[C:14]([C:16]([F:19])([F:18])[F:17])[S:13][CH:12]=2)=[C:5]([F:9])[CH:6]=1. The catalyst class is: 255.